This data is from Reaction yield outcomes from USPTO patents with 853,638 reactions. The task is: Predict the reaction yield, written as a fraction of the theoretical maximum amount of product (1.0 means a 100% yield; for example, 0.34 means a 34% yield). (1) The reactants are Br[C:2]1[CH:9]=[CH:8][C:7]([F:10])=[CH:6][C:3]=1[C:4]#[N:5].[B:11]1([B:11]2[O:15][C:14]([CH3:17])([CH3:16])[C:13]([CH3:19])([CH3:18])[O:12]2)[O:15][C:14]([CH3:17])([CH3:16])[C:13]([CH3:19])([CH3:18])[O:12]1.C([O-])(=O)C.[K+]. The catalyst is O1CCOCC1.CS(C)=O.C(OCC)C.C1C=CC([PH+]([C]2[CH][CH][CH][CH]2)C2C=CC=CC=2)=CC=1.C1C=CC([PH+]([C]2[CH][CH][CH][CH]2)C2C=CC=CC=2)=CC=1.C(Cl)Cl.Cl[Pd]Cl.[Fe]. The product is [F:10][C:7]1[CH:8]=[CH:9][C:2]([B:11]2[O:15][C:14]([CH3:17])([CH3:16])[C:13]([CH3:19])([CH3:18])[O:12]2)=[C:3]([CH:6]=1)[C:4]#[N:5]. The yield is 0.980. (2) The reactants are [Cl:1][C:2]1[N:3]=[CH:4][C:5]2[S:10][CH:9]=[C:8]([C:11]([OH:13])=O)[C:6]=2[N:7]=1.[CH3:14][C:15]1[CH:16]=[CH:17][C:18]([NH2:21])=[N:19][CH:20]=1.CCN(C(C)C)C(C)C.ON1C2N=CC=CC=2N=N1.CN(C(ON1N=NC2C=CC=NC1=2)=[N+](C)C)C.F[P-](F)(F)(F)(F)F. The catalyst is CN(C=O)C.ClCCl.O. The product is [CH3:14][CH:15]1[CH:20]=[N:19][C:18]([NH:21][C:11]([C:8]2[C:6]3[N:7]=[C:2]([Cl:1])[N:3]=[CH:4][C:5]=3[S:10][CH:9]=2)=[O:13])=[CH:17][CH2:16]1. The yield is 1.36. (3) The yield is 0.510. The catalyst is C1COCC1.C([O-])(O)=O.[Na+].ClCCl.CO. The product is [O:32]1[CH2:37][CH2:36][O:35][C:34]2[CH:38]=[C:39]([NH:42][C:21]([N:13]3[C@@H:14]4[CH2:18][N:17]([CH2:16][CH2:15]4)[C:11]4[CH:10]=[CH:9][C:8]([C:6]5[CH:5]=[CH:4][N:3]=[C:2]([CH3:1])[CH:7]=5)=[N:19][C:12]3=4)=[O:23])[CH:40]=[CH:41][C:33]1=2. The reactants are [CH3:1][C:2]1[CH:7]=[C:6]([C:8]2[CH:9]=[CH:10][C:11]3[N:17]4[CH2:18][C@H:14]([CH2:15][CH2:16]4)[NH:13][C:12]=3[N:19]=2)[CH:5]=[CH:4][N:3]=1.Cl[C:21](Cl)([O:23]C(=O)OC(Cl)(Cl)Cl)Cl.[O:32]1[CH2:37][CH2:36][O:35][C:34]2[CH:38]=[C:39]([NH2:42])[CH:40]=[CH:41][C:33]1=2.C(N(CC)CC)C.